This data is from Reaction yield outcomes from USPTO patents with 853,638 reactions. The task is: Predict the reaction yield, written as a fraction of the theoretical maximum amount of product (1.0 means a 100% yield; for example, 0.34 means a 34% yield). The reactants are [C:1]([NH:18][CH2:19][CH2:20][C:21]([OH:23])=[O:22])([O:3][CH2:4][CH:5]1[C:17]2[C:12](=[CH:13][CH:14]=[CH:15][CH:16]=2)[C:11]2[C:6]1=[CH:7][CH:8]=[CH:9][CH:10]=2)=[O:2].C1C=CC2N(O)N=NC=2C=1.C(Cl)CCl.Cl.[CH2:39]([O:41][C:42](=[O:46])[CH2:43][CH2:44][NH2:45])[CH3:40].CC(N(C)C)=O. The catalyst is C(Cl)Cl. The product is [C:1]([NH:18][CH2:19][CH2:20][C:21]([OH:23])=[O:22])([O:3][CH2:4][CH:5]1[C:6]2[C:11](=[CH:10][CH:9]=[CH:8][CH:7]=2)[C:12]2[C:17]1=[CH:16][CH:15]=[CH:14][CH:13]=2)=[O:2].[CH2:39]([O:41][C:42](=[O:46])[CH2:43][CH2:44][NH2:45])[CH3:40]. The yield is 0.960.